The task is: Predict which catalyst facilitates the given reaction.. This data is from Catalyst prediction with 721,799 reactions and 888 catalyst types from USPTO. (1) Reactant: [C:1]1([S:7][CH3:8])[CH:6]=[CH:5][CH:4]=[CH:3][CH:2]=1.[Cl-].[Al+3].[Cl-].[Cl-].ClCCl.[Br:16]Br. Product: [Br:16][C:4]1[CH:5]=[CH:6][C:1]([S:7][CH3:8])=[CH:2][CH:3]=1. The catalyst class is: 6. (2) Reactant: Br[C:2]1[CH:7]=[C:6]([C:8]([F:11])([F:10])[F:9])[C:5]([N:12]([CH2:18][C:19]2[CH:24]=[CH:23][CH:22]=[CH:21][C:20]=2[Cl:25])[C:13](=[O:17])[O:14][CH2:15][CH3:16])=[C:4]([N+:26]([O-:28])=[O:27])[CH:3]=1.Cl.[CH3:30][N:31](C)C=O. Product: [Cl:25][C:20]1[CH:21]=[CH:22][CH:23]=[CH:24][C:19]=1[CH2:18][N:12]([C:5]1[C:6]([C:8]([F:11])([F:10])[F:9])=[CH:7][C:2]([C:30]#[N:31])=[CH:3][C:4]=1[N+:26]([O-:28])=[O:27])[C:13](=[O:17])[O:14][CH2:15][CH3:16]. The catalyst class is: 267.